Predict the reactants needed to synthesize the given product. From a dataset of Full USPTO retrosynthesis dataset with 1.9M reactions from patents (1976-2016). (1) Given the product [CH3:1][O:2][CH2:3][CH2:4][NH:5][C:7]1[CH:12]=[CH:11][C:10]([C:13]2[CH:18]=[CH:17][CH:16]=[CH:15][CH:14]=2)=[CH:9][C:8]=1[N+:19]([O-:21])=[O:20], predict the reactants needed to synthesize it. The reactants are: [CH3:1][O:2][CH2:3][CH2:4][NH2:5].F[C:7]1[CH:12]=[CH:11][C:10]([C:13]2[CH:18]=[CH:17][CH:16]=[CH:15][CH:14]=2)=[CH:9][C:8]=1[N+:19]([O-:21])=[O:20]. (2) Given the product [CH2:1]([O:3][C:4](=[O:24])[C@H:5]([O:7][C:8]1[CH:23]=[CH:22][C:11]([C:12]([OH:14])=[O:13])=[CH:10][CH:9]=1)[CH3:6])[CH3:2], predict the reactants needed to synthesize it. The reactants are: [CH2:1]([O:3][C:4](=[O:24])[C@H:5]([O:7][C:8]1[CH:23]=[CH:22][C:11]([C:12]([O:14]CC2C=CC=CC=2)=[O:13])=[CH:10][CH:9]=1)[CH3:6])[CH3:2]. (3) Given the product [Br:12][C:13]1[CH:18]=[CH:17][C:16]([O:1][C:2]([CH3:9])([CH3:8])[C:3]([O:5][CH2:6][CH3:7])=[O:4])=[C:15]([N+:20]([O-:22])=[O:21])[CH:14]=1, predict the reactants needed to synthesize it. The reactants are: [OH:1][C:2]([CH3:9])([CH3:8])[C:3]([O:5][CH2:6][CH3:7])=[O:4].[H-].[Na+].[Br:12][C:13]1[CH:18]=[CH:17][C:16](F)=[C:15]([N+:20]([O-:22])=[O:21])[CH:14]=1. (4) Given the product [OH:40][CH2:39][C:36]1[CH:35]=[C:34]([C:30]2[CH:29]=[C:28]([C:27]3[CH2:26][C:25](=[O:48])[NH:24][C:9]4[CH:10]=[C:11]([C:20]([F:22])([F:21])[F:23])[C:12]([N:14]5[CH2:19][CH2:18][O:17][CH2:16][CH2:15]5)=[CH:13][C:8]=4[N:7]=3)[CH:33]=[CH:32][CH:31]=2)[O:38][N:37]=1, predict the reactants needed to synthesize it. The reactants are: C(OC(=O)[NH:7][C:8]1[CH:13]=[C:12]([N:14]2[CH2:19][CH2:18][O:17][CH2:16][CH2:15]2)[C:11]([C:20]([F:23])([F:22])[F:21])=[CH:10][C:9]=1[NH:24][C:25](=[O:48])[CH2:26][C:27](=O)[C:28]1[CH:33]=[CH:32][CH:31]=[C:30]([C:34]2[O:38][N:37]=[C:36]([CH2:39][O:40]C3CCCCO3)[CH:35]=2)[CH:29]=1)(C)(C)C.C(O)(C(F)(F)F)=O. (5) Given the product [CH3:13][O:12][C:9]1[CH:10]=[C:11]2[C:6]([CH:5]=[CH:4][C:3]([N+:14]([O-:16])=[O:15])=[C:2]2[C:20]([F:28])([F:17])[F:19])=[CH:7][CH:8]=1, predict the reactants needed to synthesize it. The reactants are: I[C:2]1[C:11]2[C:6](=[CH:7][CH:8]=[C:9]([O:12][CH3:13])[CH:10]=2)[CH:5]=[CH:4][C:3]=1[N+:14]([O-:16])=[O:15].[F-:17].[K+].[F:19][C:20]([F:28])(S(F)(=O)=O)C([O-])=O. (6) Given the product [F:11][C:4]([F:3])([CH3:10])[C:5](=[O:7])[CH2:13][C:12]#[N:14], predict the reactants needed to synthesize it. The reactants are: [H-].[Na+].[F:3][C:4]([F:11])([CH3:10])[C:5]([O:7]CC)=O.[C:12](#[N:14])[CH3:13]. (7) Given the product [CH3:49][C:44]1([CH3:50])[C:45]([CH3:48])([CH3:47])[O:46][B:42]([C:4]2[C:5]3[S:6][C:7]4[CH:13]=[CH:12][CH:11]=[CH:10][C:8]=4[C:9]=3[CH:1]=[C:2]([N:14]3[C:15]4[CH:16]=[CH:17][CH:18]=[CH:19][C:20]=4[C:21]4[C:26]3=[CH:25][CH:24]=[CH:23][CH:22]=4)[CH:3]=2)[O:43]1, predict the reactants needed to synthesize it. The reactants are: [CH:1]1[C:9]2[C:8]3[CH:10]=[CH:11][CH:12]=[CH:13][C:7]=3[S:6][C:5]=2[CH:4]=[CH:3][C:2]=1[N:14]1[C:26]2[CH:25]=[CH:24][CH:23]=[CH:22][C:21]=2[C:20]2[C:15]1=[CH:16][CH:17]=[CH:18][CH:19]=2.C([Li])CCC.CCCCCC.C(O[B:42]1[O:46][C:45]([CH3:48])([CH3:47])[C:44]([CH3:50])([CH3:49])[O:43]1)(C)C. (8) Given the product [CH3:43][C:31]1[N:30]([CH2:29][C:26]2[CH:27]=[CH:28][C:23]([C:18]3[C:17]([C:15]([OH:16])=[O:14])=[CH:22][CH:21]=[CH:20][CH:19]=3)=[CH:24][CH:25]=2)[C:38]2[C:33]([C:32]=1[CH3:42])=[CH:34][C:35]([C:39](=[O:40])[NH:5][CH2:4][C:3]1[CH:6]=[CH:7][CH:8]=[CH:9][C:2]=1[CH3:1])=[CH:36][CH:37]=2, predict the reactants needed to synthesize it. The reactants are: [CH3:1][C:2]1[CH:9]=[CH:8][CH:7]=[CH:6][C:3]=1[CH2:4][NH2:5].C([O:14][C:15]([C:17]1[CH:22]=[CH:21][CH:20]=[CH:19][C:18]=1[C:23]1[CH:28]=[CH:27][C:26]([CH2:29][N:30]2[C:38]3[C:33](=[CH:34][C:35]([C:39](O)=[O:40])=[CH:36][CH:37]=3)[C:32]([CH3:42])=[C:31]2[CH3:43])=[CH:25][CH:24]=1)=[O:16])(C)(C)C. (9) Given the product [Cl:8][C:9]1[CH:14]=[C:13]([O:15][C:16]2[C:25]3[C:20](=[CH:21][C:22]([O:28][CH3:29])=[C:23]([O:26][CH3:27])[CH:24]=3)[N:19]=[CH:18][N:17]=2)[CH:12]=[CH:11][C:10]=1[N:30]([CH3:1])[C:31](=[O:39])[O:32][CH:33]1[CH2:38][CH2:37][CH2:36][CH2:35][CH2:34]1, predict the reactants needed to synthesize it. The reactants are: [CH3:1]N(C)C=O.[H-].[Na+].[Cl:8][C:9]1[CH:14]=[C:13]([O:15][C:16]2[C:25]3[C:20](=[CH:21][C:22]([O:28][CH3:29])=[C:23]([O:26][CH3:27])[CH:24]=3)[N:19]=[CH:18][N:17]=2)[CH:12]=[CH:11][C:10]=1[NH:30][C:31](=[O:39])[O:32][CH:33]1[CH2:38][CH2:37][CH2:36][CH2:35][CH2:34]1.CI. (10) Given the product [Br:18][CH2:19][C:20]1[CH:25]=[C:24]([C:26]([F:27])([F:28])[F:29])[CH:23]=[CH:22][C:21]=1[C:30]1[CH:35]=[C:34]([CH:36]([CH3:38])[CH3:37])[C:33]([F:39])=[C:32]([O:40][CH:6]2[CH2:5][CH2:4][CH2:3][CH2:2][O:1]2)[C:31]=1[O:41][CH3:42], predict the reactants needed to synthesize it. The reactants are: [O:1]1[CH:6]=[CH:5][CH2:4][CH2:3][CH2:2]1.C1(C)C=CC(S(O)(=O)=O)=CC=1.[Br:18][CH2:19][C:20]1[CH:25]=[C:24]([C:26]([F:29])([F:28])[F:27])[CH:23]=[CH:22][C:21]=1[C:30]1[CH:35]=[C:34]([CH:36]([CH3:38])[CH3:37])[C:33]([F:39])=[C:32]([OH:40])[C:31]=1[O:41][CH3:42].